Task: Predict the product of the given reaction.. Dataset: Forward reaction prediction with 1.9M reactions from USPTO patents (1976-2016) (1) Given the reactants Cl[C:2]1[C:11]2[C:6](=[CH:7][C:8]([N:14]3[CH2:19][CH2:18][N:17]([CH3:20])[CH2:16][CH2:15]3)=[C:9]([O:12][CH3:13])[CH:10]=2)[N:5]=[CH:4][C:3]=1[C:21]#[N:22].[O:23]([C:30]1[CH:36]=[CH:35][C:33]([NH2:34])=[CH:32][CH:31]=1)[C:24]1[CH:29]=[CH:28][CH:27]=[CH:26][CH:25]=1.Cl.N1C=CC=CC=1, predict the reaction product. The product is: [CH3:13][O:12][C:9]1[CH:10]=[C:11]2[C:6](=[CH:7][C:8]=1[N:14]1[CH2:19][CH2:18][N:17]([CH3:20])[CH2:16][CH2:15]1)[N:5]=[CH:4][C:3]([C:21]#[N:22])=[C:2]2[NH:34][C:33]1[CH:32]=[CH:31][C:30]([O:23][C:24]2[CH:29]=[CH:28][CH:27]=[CH:26][CH:25]=2)=[CH:36][CH:35]=1. (2) The product is: [Cl:20][C:6]1[CH:5]=[N:4][CH:3]=[C:2]([Cl:1])[C:7]=1[S:8][C:9]1[S:13][C:12]([C:14]([NH:30][CH2:29][CH2:28][CH2:27][C:22]2[CH:23]=[CH:24][CH:25]=[CH:26][N:21]=2)=[O:16])=[CH:11][C:10]=1[N+:17]([O-:19])=[O:18]. Given the reactants [Cl:1][C:2]1[CH:3]=[N:4][CH:5]=[C:6]([Cl:20])[C:7]=1[S:8][C:9]1[S:13][C:12]([C:14]([OH:16])=O)=[CH:11][C:10]=1[N+:17]([O-:19])=[O:18].[N:21]1[CH:26]=[CH:25][CH:24]=[CH:23][C:22]=1[CH2:27][CH2:28][CH2:29][NH2:30], predict the reaction product. (3) Given the reactants [CH3:1][S:2]([C:5]1[S:9][C:8]([C:10]2[CH:18]=[CH:17][C:13]([C:14]([OH:16])=O)=[CH:12][CH:11]=2)=[CH:7][CH:6]=1)(=[O:4])=[O:3].[Li].CCN=C=NCCCN(C)C.Cl.C1C=CC2N(O)N=NC=2C=1.CCN(C(C)C)C(C)C.[NH:51]1[CH2:55][CH2:54][CH2:53][C@H:52]1[CH2:56][N:57]1[CH2:61][CH2:60][CH2:59][CH2:58]1, predict the reaction product. The product is: [CH3:1][S:2]([C:5]1[S:9][C:8]([C:10]2[CH:11]=[CH:12][C:13]([C:14]([N:51]3[CH2:55][CH2:54][CH2:53][C@H:52]3[CH2:56][N:57]3[CH2:61][CH2:60][CH2:59][CH2:58]3)=[O:16])=[CH:17][CH:18]=2)=[CH:7][CH:6]=1)(=[O:3])=[O:4]. (4) Given the reactants [C:1]1([S:7][C:8]2[CH:13]=[CH:12][CH:11]=[CH:10][C:9]=2[NH:14][S:15]([C:18]2[CH:30]=[CH:29][C:21]([C:22]([NH:24][CH2:25][C:26]([OH:28])=O)=[O:23])=[CH:20][CH:19]=2)(=[O:17])=[O:16])[CH:6]=[CH:5][CH:4]=[CH:3][CH:2]=1.C(OC([N:38]1[CH2:43][CH2:42][CH:41]([CH2:44][NH2:45])[CH2:40][CH2:39]1)=O)(C)(C)C.CN(C(ON1N=NC2C=CC=CC1=2)=[N+](C)C)C.F[P-](F)(F)(F)(F)F.C(N(CC)CC)C.[Cl:77]CCl, predict the reaction product. The product is: [ClH:77].[C:1]1([S:7][C:8]2[CH:13]=[CH:12][CH:11]=[CH:10][C:9]=2[NH:14][S:15]([C:18]2[CH:30]=[CH:29][C:21]([C:22]([NH:24][CH2:25][C:26](=[O:28])[NH:45][CH2:44][CH:41]3[CH2:42][CH2:43][NH:38][CH2:39][CH2:40]3)=[O:23])=[CH:20][CH:19]=2)(=[O:16])=[O:17])[CH:2]=[CH:3][CH:4]=[CH:5][CH:6]=1. (5) Given the reactants [N:1]1[CH:6]=[CH:5][CH:4]=[CH:3][C:2]=1[C:7]1[CH:44]=[CH:43][C:10]([O:11][CH:12]([CH2:18][C:19]2[CH:24]=[CH:23][C:22]([O:25][CH2:26][CH2:27][NH:28][C:29](=[O:42])[C:30]3[CH:35]=[CH:34][C:33]([C:36]4[CH:41]=[CH:40][CH:39]=[CH:38][N:37]=4)=[CH:32][CH:31]=3)=[CH:21][CH:20]=2)[C:13]([O:15]CC)=[O:14])=[CH:9][CH:8]=1.[OH-].[Na+], predict the reaction product. The product is: [N:1]1[CH:6]=[CH:5][CH:4]=[CH:3][C:2]=1[C:7]1[CH:8]=[CH:9][C:10]([O:11][CH:12]([CH2:18][C:19]2[CH:24]=[CH:23][C:22]([O:25][CH2:26][CH2:27][NH:28][C:29](=[O:42])[C:30]3[CH:35]=[CH:34][C:33]([C:36]4[CH:41]=[CH:40][CH:39]=[CH:38][N:37]=4)=[CH:32][CH:31]=3)=[CH:21][CH:20]=2)[C:13]([OH:15])=[O:14])=[CH:43][CH:44]=1.